This data is from Full USPTO retrosynthesis dataset with 1.9M reactions from patents (1976-2016). The task is: Predict the reactants needed to synthesize the given product. (1) Given the product [OH:15][C:7]12[CH2:13][CH:11]3[CH2:10][CH:9]([CH2:14][C:5]([C:2](=[O:1])[CH2:3][CH3:4])([CH2:12]3)[CH2:6]1)[CH2:8]2, predict the reactants needed to synthesize it. The reactants are: [OH:1][CH:2]([C:5]12[CH2:14][CH:9]3[CH2:10][CH:11]([CH2:13][CH:7]([CH2:8]3)[CH2:6]1)[CH2:12]2)[CH2:3][CH3:4].[O:15]=O. (2) Given the product [CH3:25][C:26]1[CH:36]=[CH:35][CH:34]=[CH:33][C:27]=1[CH:28]=[CH:29][C:30]([NH:2][C@H:3]([C:14]([O:16][CH3:17])=[O:15])[CH2:4][C:5]1[C:13]2[C:8](=[CH:9][CH:10]=[CH:11][CH:12]=2)[NH:7][CH:6]=1)=[O:31], predict the reactants needed to synthesize it. The reactants are: Cl.[NH2:2][C@H:3]([C:14]([O:16][CH3:17])=[O:15])[CH2:4][C:5]1[C:13]2[C:8](=[CH:9][CH:10]=[CH:11][CH:12]=2)[NH:7][CH:6]=1.C(N(CC)CC)C.[CH3:25][C:26]1[CH:36]=[CH:35][CH:34]=[CH:33][C:27]=1[CH:28]=[CH:29][C:30](O)=[O:31].CCN=C=NCCCN(C)C.Cl. (3) Given the product [CH:20]1([NH:26][C:27]([NH:10][C:8]2[N:9]=[C:4]3[CH:3]=[C:2]([CH3:1])[N:11]([CH2:12][O:13][CH2:14][CH2:15][Si:16]([CH3:18])([CH3:17])[CH3:19])[C:5]3=[N:6][CH:7]=2)=[O:28])[CH2:25][CH2:24][CH2:23][CH2:22][CH2:21]1, predict the reactants needed to synthesize it. The reactants are: [CH3:1][C:2]1[N:11]([CH2:12][O:13][CH2:14][CH2:15][Si:16]([CH3:19])([CH3:18])[CH3:17])[C:5]2=[N:6][CH:7]=[C:8]([NH2:10])[N:9]=[C:4]2[CH:3]=1.[CH:20]1([N:26]=[C:27]=[O:28])[CH2:25][CH2:24][CH2:23][CH2:22][CH2:21]1. (4) Given the product [Cl:23][C:15]1[CH:14]=[C:13]([C:11]2[N:27]=[C:1]([CH2:2][CH2:3][C:4]([O:6][CH3:7])=[O:5])[O:9][CH:10]=2)[CH:18]=[C:17]([C:19]([F:22])([F:21])[F:20])[CH:16]=1, predict the reactants needed to synthesize it. The reactants are: [C:1]([O:9][CH2:10][C:11]([C:13]1[CH:18]=[C:17]([C:19]([F:22])([F:21])[F:20])[CH:16]=[C:15]([Cl:23])[CH:14]=1)=O)(=O)[CH2:2][CH2:3][C:4]([O:6][CH3:7])=[O:5].C([NH2:27])(=O)C.B(F)(F)F.CCOCC.